From a dataset of Drug-target binding data from BindingDB using IC50 measurements. Regression. Given a target protein amino acid sequence and a drug SMILES string, predict the binding affinity score between them. We predict pIC50 (pIC50 = -log10(IC50 in M); higher means more potent). Dataset: bindingdb_ic50. (1) The small molecule is CN1CCN(C(=O)[C@@H](Cc2c[nH]c3ccccc23)NC(=O)C2(c3ccc(Cl)cc3Cl)CC2)CC1. The target protein (Q16739) has sequence MALLDLALEGMAVFGFVLFLVLWLMHFMAIIYTRLHLNKKATDKQPYSKLPGVSLLKPLKGVDPNLINNLETFFELDYPKYEVLLCVQDHDDPAIDVCKKLLGKYPNVDARLFIGGKKVGINPKINNLMPGYEVAKYDLIWICDSGIRVIPDTLTDMVNQMTEKVGLVHGLPYVADRQGFAATLEQVYFGTSHPRYYISANVTGFKCVTGMSCLMRKDVLDQAGGLIAFAQYIAEDYFMAKAIADRGWRFAMSTQVAMQNSGSYSISQFQSRMIRWTKLRINMLPATIICEPISECFVASLIIGWAAHHVFRWDIMVFFMCHCLAWFIFDYIQLRGVQGGTLCFSKLDYAVAWFIRESMTIYIFLSALWDPTISWRTGRYRLRCGGTAEEILDV. The pIC50 is 5.4. (2) The drug is Nc1nc(C(N=O)C(=O)N[C@@H]2C(=O)N3C(C(=O)O)=C(C=C4CCN([C@@H]5CCNC5)C4=O)CS[C@H]23)ns1. The target protein sequence is MKKIKIVPLILIVVVVGFGIYFYASKDKEINNTIDAIEDKNFKQVYKDSSYISKSDNGEVEMTERPIKIYNSLGVKDINIQDRKIKKVSKNKKRVDAQYKIKTNYGNIDRNVQFNFVKEDGMWKLDWDHSVIIPGMQKDQSIHIENLKSERGKILDRNNVELANTGTAYEIGIVPKNVSKKDYKAIAKELSISEDYIKQQMDQNWVQDDTFVPLKTVKKMDEYLSDFAKKFHLTTNETESRNYPLGKATSHLLGYVGPINSEELKQKEYKGYKDDAVIGKKGLEKLYDKKLQHEDGYRVTIVDDNSNTIAHTLIEKKKKDGKDIQLTIDAKVQKSIYNNMKNDYGSGTAIHPQTGELLALVSTPSYDVYPFMYGMSNEEYNKLTEDKKEPLLNKFQITTSPGSTQKILTAMIGLNNKTLDDKTSYKIDGKGWQKDKSWGGYNVTRYEVVNGNIDLKQAIESSDNIFFARVALELGSKKFEKGMKKLGVGEDIPSDYPFYN.... The pIC50 is 5.1. (3) The compound is CN(O)C(=O)CCCP(=O)(O)O. The target protein (A0QVH7) has sequence MTTSAASGEPGRQRVLILGSTGSIGTQALEVIAANPDRFEVVGLAAGGGNPELLAAQRAQTGVAAVAVADPAAAEAVGDVRYSGPDAVTRLVEDTEADVVLNALVGALGLQPTLAALATGARLALANKESLVAGGPLVLKAAAPGQIVPVDSEHSAMAQCLRGGTRAELDKIVLTASGGPFLGWSAEDLKSVTPEQAGKHPTWSMGPMNTLNSATLVNKGLELIETHLLFGVDYDDIDVVVHPQSIVHSMATFTDGSTLAQASPPDMKLPIALALGWPDRIAGAAAACDFSTASTWEFLPLDNAVFPAVDLARFAGKQGGCLTAVYNSANEEAAEAFLDGRIGFPDIVETVGDVLHAADRWAAEPATVDDVLDAQRWAREQARGVVEQKSVRRGLVTK. The pIC50 is 6.4. (4) The small molecule is O=C(Nc1c(Cl)cc(OC(F)(F)F)cc1Cl)N1CCn2c(c(O)n([C@H]3C[C@@H]3c3ccccc3)c2=O)C1. The target protein (Q99835) has sequence MAAARPARGPELPLLGLLLLLLLGDPGRGAASSGNATGPGPRSAGGSARRSAAVTGPPPPLSHCGRAAPCEPLRYNVCLGSVLPYGATSTLLAGDSDSQEEAHGKLVLWSGLRNAPRCWAVIQPLLCAVYMPKCENDRVELPSRTLCQATRGPCAIVERERGWPDFLRCTPDRFPEGCTNEVQNIKFNSSGQCEVPLVRTDNPKSWYEDVEGCGIQCQNPLFTEAEHQDMHSYIAAFGAVTGLCTLFTLATFVADWRNSNRYPAVILFYVNACFFVGSIGWLAQFMDGARREIVCRADGTMRLGEPTSNETLSCVIIFVIVYYALMAGVVWFVVLTYAWHTSFKALGTTYQPLSGKTSYFHLLTWSLPFVLTVAILAVAQVDGDSVSGICFVGYKNYRYRAGFVLAPIGLVLIVGGYFLIRGVMTLFSIKSNHPGLLSEKAASKINETMLRLGIFGFLAFGFVLITFSCHFYDFFNQAEWERSFRDYVLCQANVTIGLPT.... The pIC50 is 6.8. (5) The compound is O=C(O)c1ccc(CCCN2C(=O)CC[C@@H]2CC[C@@H](O)Cc2cccc(Cl)c2)s1. The target protein (P43114) has sequence MSIPGVNASFSSTPERLNSPVTIPAVMFIFGVVGNLVAIVVLCKSRKEQKETTFYTLVCGLAVTDLLGTLLVSPVTIATYMKGQWPGDQALCDYSTFILLFFGLSGLSIICAMSIERYLAINHAYFYSHYVDKRLAGLTLFAVYASNVLFCALPNMGLGRSERQYPGTWCFIDWTTNVTAYAAFSYMYAGFSSFLILATVLCNVLVCGALLRMLRQFMRRTSLGTEQHHAAAAAAVASVACRGHAAASPALQRLSDFRRRRSFRRIAGAEIQMVILLIATSLVVLICSIPLVVRVFINQLYQPSVVKDISRNPDLQAIRIASVNPILDPWIYILLRKTVLSKAIEKIKCLFCRIGGSGRDGSAQHCSESRRTSSAMSGHSRSFLSRELREISSTSHTLLYLPDLTESSLGGKNLLPGTHGMGLTQADTTSLRTLRISETSDSSQGQDSESVLLVDEVSGSQREEPASKGNSLQVTFPSETLKLSEKCI. The pIC50 is 8.9. (6) The compound is CC1CCN(C(=O)C(CCn2cccc2C#N)NS(=O)(=O)c2cccc3ccccc23)CC1. The target protein (P46092) has sequence MGTEATEQVSWGHYSGDEEDAYSAEPLPELCYKADVQAFSRAFQPSVSLTVAALGLAGNGLVLATHLAARRAARSPTSAHLLQLALADLLLALTLPFAAAGALQGWSLGSATCRTISGLYSASFHAGFLFLACISADRYVAIARALPAGPRPSTPGRAHLVSVIVWLLSLLLALPALLFSQDGQREGQRRCRLIFPEGLTQTVKGASAVAQVALGFALPLGVMVACYALLGRTLLAARGPERRRALRVVVALVAAFVVLQLPYSLALLLDTADLLAARERSCPASKRKDVALLVTSGLALARCGLNPVLYAFLGLRFRQDLRRLLRGGSCPSGPQPRRGCPRRPRLSSCSAPTETHSLSWDN. The pIC50 is 7.3. (7) The compound is O=C(CN1C(=O)C2(OCCO2)c2ccccc21)c1cccc([N+](=O)[O-])c1. The target protein (P9WFK7) has sequence MTVTLCSPTEDDWPGMFLLAAASFTDFIGPESATAWRTLVPTDGAVVVRDGAGPGSEVVGMALYMDLRLTVPGEVVLPTAGLSFVAVAPTHRRRGLLRAMCAELHRRIADSGYPVAALHASEGGIYGRFGYGPATTLHELTVDRRFARFHADAPGGGLGGSSVRLVRPTEHRGEFEAIYERWRQQVPGGLLRPQVLWDELLAECKAAPGGDRESFALLHPDGYALYRVDRTDLKLARVSELRAVTADAHCALWRALIGLDSMERISIITHPQDPLPHLLTDTRLARTTWRQDGLWLRIMNVPAALEARGYAHEVGEFSTVLEVSDGGRFALKIGDGRARCTPTDAAAEIEMDRDVLGSLYLGAHRASTLAAANRLRTKDSQLLRRLDAAFASDVPVQTAFEF. The pIC50 is 5.9. (8) The small molecule is CCOc1cc2oc(-c3ccc(F)cc3)c(C(=O)NC)c2cc1-c1cccc(C(=O)NC23CC(C2)C3)c1. The target protein (Q9WMX2) has sequence MSTNPKPQRKTKRNTNRRPQDVKFPGGGQIVGGVYLLPRRGPRLGVRATRKTSERSQPRGRRQPIPKARQPEGRAWAQPGYPWPLYGNEGLGWAGWLLSPRGSRPSWGPTDPRRRSRNLGKVIDTLTCGFADLMGYIPLVGAPLGGAARALAHGVRVLEDGVNYATGNLPGCSFSIFLLALLSCLTIPASAYEVRNVSGVYHVTNDCSNASIVYEAADMIMHTPGCVPCVRENNSSRCWVALTPTLAARNASVPTTTIRRHVDLLVGAAALCSAMYVGDLCGSVFLVAQLFTFSPRRHETVQDCNCSIYPGHVTGHRMAWDMMMNWSPTAALVVSQLLRIPQAVVDMVAGAHWGVLAGLAYYSMVGNWAKVLIVMLLFAGVDGGTYVTGGTMAKNTLGITSLFSPGSSQKIQLVNTNGSWHINRTALNCNDSLNTGFLAALFYVHKFNSSGCPERMASCSPIDAFAQGWGPITYNESHSSDQRPYCWHYAPRPCGIVPAA.... The pIC50 is 8.4. (9) The small molecule is CCC(=O)N[C@@H]1CCCN(c2nnc(C(N)=O)c(Nc3ccc(C4CCN(C5CCCC5)CC4)cc3)n2)C1. The target protein sequence is MAAVILESIFLKRSQQKKKTSPLNFKKRLFLLTVHKLSYYEYDFERGRRGSKKGSIDVEKITCVETVVPEKNPPPERQIPRRGEESSEMEQISIIERFPYPFQVVYDEGPLYVFSPTEELRKRWIHQLKNVIRYNSDLVQKYHPCFWIDGQYLCCSQTAKNAMGCQILENRNGSLKPGSSHRKTKKPLPPTPEEDQILKKPLPPEPAAAPVSTSELKKVVALYDYMPMNANDLQLRKGDEYFILEESNLPWWRARDKNGQEGYIPSNYVTEAEDSIEMYEWYSKHMTRSQAEQLLKQEGKEGGFIVRDSSKAGKYTVSVFAKSTGDPQGVIRHYVVCSTPQSQYYLAEKHLFSTIPELINYHQHNSAGLISRLKYPVSQQNKNAPSTAGLGYGSWEIDPKDLTFLKELGTGQFGVVKYGKWRGQYDVAIKMIKEGSMSEDEFIEEAKVMMNLSHEKLVQLYGVCTKQRPIFIITEYMANGSLLNYLREMRHRFQTQQLLE.... The pIC50 is 7.3. (10) The drug is CN[C@@H]1C[C@H]2O[C@@](C)([C@@H]1OC)n1c3ccccc3c3c4c(c5c6ccccc6n2c5c31)C(=O)NC4. The target protein sequence is MGNAAAAKKGSEQESVKEFLAKAKEDFLKKWENPAQNTAHLDQFERIKTLGTGSFGRVMLVKHMETGNHYAMKILDKQKVVKLKQIEHTLNEKRILQAVNFPFLVKLEFSFKDNSNLYMVMEYVPGGEMFSHLRRIGRFSEPHARFYAAQIVLTFEYLHSLDLIYRDLKPENLLIDQQGYIQVADFGFAKRVKGRTWTLCGTPEYLAPEIILSKGYNKAVDWWALGVLIYEMAAGYPPFFADQPIQIYEKIVSGKVRFPSHFSSDLKDLLRNLLQVDLTKRFGNLKNGVNDIKNHKWFATTDWIAIYQRKVEAPFIPKFKGPGDTSNFDDYEEEEIRVSINEKCGKEFSEF. The pIC50 is 7.3.